This data is from Reaction yield outcomes from USPTO patents with 853,638 reactions. The task is: Predict the reaction yield, written as a fraction of the theoretical maximum amount of product (1.0 means a 100% yield; for example, 0.34 means a 34% yield). The reactants are [Cl:1][C:2]1[CH:7]=[C:6]([Cl:8])[CH:5]=[CH:4][C:3]=1[NH:9][C:10]1[N:14]([CH2:15][CH2:16][CH2:17]O)[C:13]2[C:19]([N:24]([CH2:27][CH3:28])[CH2:25][CH3:26])=[CH:20][C:21]([F:23])=[CH:22][C:12]=2[N:11]=1.CS(Cl)(=O)=O. The catalyst is N1C=CC=CC=1. The product is [Cl:1][C:2]1[CH:7]=[C:6]([Cl:8])[CH:5]=[CH:4][C:3]=1[N:9]1[C:10]2=[N:11][C:12]3[C:13](=[C:19]([N:24]([CH2:27][CH3:28])[CH2:25][CH3:26])[CH:20]=[C:21]([F:23])[CH:22]=3)[N:14]2[CH2:15][CH2:16][CH2:17]1. The yield is 0.920.